From a dataset of Full USPTO retrosynthesis dataset with 1.9M reactions from patents (1976-2016). Predict the reactants needed to synthesize the given product. Given the product [Br:1][C:2]1[S:6][C:5]([CH:7]2[CH2:12][CH2:11][N:10]([C:13](=[O:24])[CH2:14][N:15]3[C:19]4=[N:20][CH:21]=[CH:22][CH:23]=[C:18]4[N:17]=[CH:16]3)[CH2:9][CH2:8]2)=[N:4][C:3]=1[C:25]1[CH:30]=[C:29]([C:31]([CH3:32])([CH3:33])[CH3:34])[C:28]([OH:35])=[C:27]([C:37]([CH3:40])([CH3:39])[CH3:38])[CH:26]=1, predict the reactants needed to synthesize it. The reactants are: [Br:1][C:2]1[S:6][C:5]([CH:7]2[CH2:12][CH2:11][N:10]([C:13](=[O:24])[CH2:14][N:15]3[C:19]4=[N:20][CH:21]=[CH:22][CH:23]=[C:18]4[N:17]=[CH:16]3)[CH2:9][CH2:8]2)=[N:4][C:3]=1[C:25]1[CH:30]=[C:29]([C:31]([CH3:34])([CH3:33])[CH3:32])[C:28]([O:35]C)=[C:27]([C:37]([CH3:40])([CH3:39])[CH3:38])[CH:26]=1.BrBr.C(N(C(C)C)CC)(C)C.CCN=C=NCCCN(C)C.